From a dataset of Reaction yield outcomes from USPTO patents with 853,638 reactions. Predict the reaction yield, written as a fraction of the theoretical maximum amount of product (1.0 means a 100% yield; for example, 0.34 means a 34% yield). The reactants are [CH2:1]([C:4]1([S:7]([N:10]2[C:14]3=[CH:15][C:16]4[O:20][CH:19]=[N:18][C:17]=4[C:21]([F:22])=[C:13]3[N:12]([C:23]3[CH:28]=[CH:27][C:26]([I:29])=[CH:25][C:24]=3[F:30])C2=O)(=[O:9])=[O:8])[CH2:6][CH2:5]1)[CH:2]=[CH2:3].C[Si](C)(C)[O-].[K+]. The catalyst is C1COCC1. The product is [CH2:1]([C:4]1([S:7]([NH:10][C:14]2[C:13]([NH:12][C:23]3[CH:28]=[CH:27][C:26]([I:29])=[CH:25][C:24]=3[F:30])=[C:21]([F:22])[C:17]3[N:18]=[CH:19][O:20][C:16]=3[CH:15]=2)(=[O:9])=[O:8])[CH2:6][CH2:5]1)[CH:2]=[CH2:3]. The yield is 0.870.